Regression. Given two drug SMILES strings and cell line genomic features, predict the synergy score measuring deviation from expected non-interaction effect. From a dataset of NCI-60 drug combinations with 297,098 pairs across 59 cell lines. (1) Drug 1: CC12CCC(CC1=CCC3C2CCC4(C3CC=C4C5=CN=CC=C5)C)O. Drug 2: C1=C(C(=O)NC(=O)N1)F. Cell line: NCI-H460. Synergy scores: CSS=43.0, Synergy_ZIP=-3.71, Synergy_Bliss=-10.3, Synergy_Loewe=-17.7, Synergy_HSA=-10.4. (2) Drug 1: CC1=C(C(CCC1)(C)C)C=CC(=CC=CC(=CC(=O)O)C)C. Drug 2: CC1C(C(CC(O1)OC2CC(CC3=C2C(=C4C(=C3O)C(=O)C5=CC=CC=C5C4=O)O)(C(=O)C)O)N)O. Cell line: OVCAR-5. Synergy scores: CSS=34.5, Synergy_ZIP=-5.13, Synergy_Bliss=-5.71, Synergy_Loewe=-19.7, Synergy_HSA=-1.33. (3) Drug 1: CN(CCCl)CCCl.Cl. Drug 2: CC1C(C(CC(O1)OC2CC(CC3=C2C(=C4C(=C3O)C(=O)C5=C(C4=O)C(=CC=C5)OC)O)(C(=O)CO)O)N)O.Cl. Cell line: SK-OV-3. Synergy scores: CSS=30.9, Synergy_ZIP=-3.81, Synergy_Bliss=-1.77, Synergy_Loewe=-8.27, Synergy_HSA=0.803. (4) Drug 1: CC1=C2C(C(=O)C3(C(CC4C(C3C(C(C2(C)C)(CC1OC(=O)C(C(C5=CC=CC=C5)NC(=O)OC(C)(C)C)O)O)OC(=O)C6=CC=CC=C6)(CO4)OC(=O)C)O)C)O. Drug 2: CC(C)CN1C=NC2=C1C3=CC=CC=C3N=C2N. Cell line: LOX IMVI. Synergy scores: CSS=-3.48, Synergy_ZIP=-2.94, Synergy_Bliss=-7.41, Synergy_Loewe=-19.3, Synergy_HSA=-11.3. (5) Drug 1: C1C(C(OC1N2C=NC(=NC2=O)N)CO)O. Drug 2: CC12CCC3C(C1CCC2OP(=O)(O)O)CCC4=C3C=CC(=C4)OC(=O)N(CCCl)CCCl.[Na+]. Cell line: RPMI-8226. Synergy scores: CSS=49.7, Synergy_ZIP=0.717, Synergy_Bliss=-0.266, Synergy_Loewe=-64.4, Synergy_HSA=-0.00466. (6) Drug 1: CC1C(C(=O)NC(C(=O)N2CCCC2C(=O)N(CC(=O)N(C(C(=O)O1)C(C)C)C)C)C(C)C)NC(=O)C3=C4C(=C(C=C3)C)OC5=C(C(=O)C(=C(C5=N4)C(=O)NC6C(OC(=O)C(N(C(=O)CN(C(=O)C7CCCN7C(=O)C(NC6=O)C(C)C)C)C)C(C)C)C)N)C. Drug 2: C1=NC2=C(N1)C(=S)N=CN2. Cell line: SN12C. Synergy scores: CSS=38.1, Synergy_ZIP=-8.86, Synergy_Bliss=-12.9, Synergy_Loewe=-18.0, Synergy_HSA=-12.7. (7) Drug 1: CS(=O)(=O)CCNCC1=CC=C(O1)C2=CC3=C(C=C2)N=CN=C3NC4=CC(=C(C=C4)OCC5=CC(=CC=C5)F)Cl. Drug 2: C1CN(CCN1C(=O)CCBr)C(=O)CCBr. Cell line: A549. Synergy scores: CSS=40.3, Synergy_ZIP=2.54, Synergy_Bliss=6.24, Synergy_Loewe=8.79, Synergy_HSA=10.7. (8) Drug 1: C1CC(=O)NC(=O)C1N2CC3=C(C2=O)C=CC=C3N. Drug 2: C(CCl)NC(=O)N(CCCl)N=O. Cell line: SK-OV-3. Synergy scores: CSS=1.05, Synergy_ZIP=-0.186, Synergy_Bliss=0.404, Synergy_Loewe=-1.41, Synergy_HSA=-0.905. (9) Drug 1: C1=CC(=CC=C1CCC2=CNC3=C2C(=O)NC(=N3)N)C(=O)NC(CCC(=O)O)C(=O)O. Drug 2: C#CCC(CC1=CN=C2C(=N1)C(=NC(=N2)N)N)C3=CC=C(C=C3)C(=O)NC(CCC(=O)O)C(=O)O. Cell line: HCC-2998. Synergy scores: CSS=23.5, Synergy_ZIP=-0.471, Synergy_Bliss=-2.76, Synergy_Loewe=-3.27, Synergy_HSA=-3.16. (10) Drug 1: CC1=CC2C(CCC3(C2CCC3(C(=O)C)OC(=O)C)C)C4(C1=CC(=O)CC4)C. Drug 2: CCCS(=O)(=O)NC1=C(C(=C(C=C1)F)C(=O)C2=CNC3=C2C=C(C=N3)C4=CC=C(C=C4)Cl)F. Cell line: MOLT-4. Synergy scores: CSS=4.76, Synergy_ZIP=-1.85, Synergy_Bliss=5.69, Synergy_Loewe=2.51, Synergy_HSA=3.41.